Task: Predict the reaction yield, written as a fraction of the theoretical maximum amount of product (1.0 means a 100% yield; for example, 0.34 means a 34% yield).. Dataset: Reaction yield outcomes from USPTO patents with 853,638 reactions (1) The reactants are C1(P(C2C=CC=CC=2)CCP(C2C=CC=CC=2)C2C=CC=CC=2)C=CC=CC=1.[CH2:29]([N:36]1[CH2:40][C:39]([C:41]2([NH:44][C:45]([O:47][C:48]([CH3:51])([CH3:50])[CH3:49])=[O:46])[CH2:43][CH2:42]2)=[C:38]([C:52]([O:54][CH2:55][CH3:56])=[O:53])[CH2:37]1)[C:30]1[CH:35]=[CH:34][CH:33]=[CH:32][CH:31]=1. The catalyst is CO. The product is [CH2:29]([N:36]1[CH2:40][C@H:39]([C:41]2([NH:44][C:45]([O:47][C:48]([CH3:50])([CH3:51])[CH3:49])=[O:46])[CH2:42][CH2:43]2)[C@H:38]([C:52]([O:54][CH2:55][CH3:56])=[O:53])[CH2:37]1)[C:30]1[CH:35]=[CH:34][CH:33]=[CH:32][CH:31]=1. The yield is 0.978. (2) The reactants are Br[C:2]1[C:15]2[S:14][C:13]3[C:8](=[CH:9][CH:10]=[CH:11][CH:12]=3)[S:7][C:6]=2[C:5]([O:16][CH2:17][O:18][CH3:19])=[CH:4][CH:3]=1.[B:20]1([B:20]2[O:24][C:23]([CH3:26])([CH3:25])[C:22]([CH3:28])([CH3:27])[O:21]2)[O:24][C:23]([CH3:26])([CH3:25])[C:22]([CH3:28])([CH3:27])[O:21]1.C([O-])(=O)C.[K+]. The catalyst is O1CCOCC1.[CH-]1C(P(C2C=CC=CC=2)C2C=CC=CC=2)=CC=C1.[CH-]1C(P(C2C=CC=CC=2)C2C=CC=CC=2)=CC=C1.[Fe+2]. The product is [CH3:19][O:18][CH2:17][O:16][C:5]1[C:6]2[S:7][C:8]3[C:13](=[CH:12][CH:11]=[CH:10][CH:9]=3)[S:14][C:15]=2[C:2]([B:20]2[O:24][C:23]([CH3:26])([CH3:25])[C:22]([CH3:28])([CH3:27])[O:21]2)=[CH:3][CH:4]=1. The yield is 1.00. (3) The reactants are C(OC([NH:8][C@H:9]([C:11]([NH:13][CH:14]1[N:20]=[C:19]([C:21]2[CH:26]=[CH:25][CH:24]=[CH:23][N:22]=2)[C:18]2[CH:27]=[CH:28][CH:29]=[CH:30][C:17]=2[N:16]([CH2:31][C:32](=[O:37])[C:33]([CH3:36])([CH3:35])[CH3:34])[C:15]1=[O:38])=[O:12])[CH3:10])=O)(C)(C)C.C(O)(C(F)(F)F)=O. No catalyst specified. The product is [NH2:8][C@H:9]([C:11]([NH:13][CH:14]1[N:20]=[C:19]([C:21]2[CH:26]=[CH:25][CH:24]=[CH:23][N:22]=2)[C:18]2[CH:27]=[CH:28][CH:29]=[CH:30][C:17]=2[N:16]([CH2:31][C:32](=[O:37])[C:33]([CH3:35])([CH3:34])[CH3:36])[C:15]1=[O:38])=[O:12])[CH3:10]. The yield is 0.930. (4) The reactants are C(O[C:5]1[CH:10]=[CH:9][C:8]([NH2:11])=[CH:7][CH:6]=1)(C)C.[C:12](=[S:21])(Cl)OC1C=CC=CC=1.C(N([CH2:27][CH3:28])CC)C.[C:29]1([CH2:35][NH2:36])[CH:34]=[CH:33][CH:32]=[CH:31][CH:30]=1.Cl[CH2:38]Cl. No catalyst specified. The product is [CH2:35]([NH:36][C:12]([NH:11][C:8]1[CH:7]=[CH:6][C:5]([CH:27]([CH3:28])[CH3:38])=[CH:10][CH:9]=1)=[S:21])[C:29]1[CH:34]=[CH:33][CH:32]=[CH:31][CH:30]=1. The yield is 0.550. (5) The reactants are [F:1][C:2]1[CH:16]=[C:15]([F:17])[CH:14]=[CH:13][C:3]=1[CH2:4][NH:5][CH2:6][CH2:7][CH2:8][CH2:9][CH2:10][CH2:11][CH3:12].[CH3:18][O:19][C:20]([C:22]1[CH:40]=[CH:39][CH:38]=[CH:37][C:23]=1[CH2:24][S:25][C:26]1[CH:31]=[CH:30][C:29]([CH2:32][CH2:33][C:34]([OH:36])=O)=[CH:28][CH:27]=1)=[O:21].F[B-](F)(F)F.N1(OC(N(C)C)=[N+](C)C)C2C=CC=CC=2N=N1.C(N(C(C)C)CC)(C)C. The catalyst is CN(C=O)C.CCOC(C)=O. The product is [F:1][C:2]1[CH:16]=[C:15]([F:17])[CH:14]=[CH:13][C:3]=1[CH2:4][N:5]([CH2:6][CH2:7][CH2:8][CH2:9][CH2:10][CH2:11][CH3:12])[C:34](=[O:36])[CH2:33][CH2:32][C:29]1[CH:28]=[CH:27][C:26]([S:25][CH2:24][C:23]2[CH:37]=[CH:38][CH:39]=[CH:40][C:22]=2[C:20]([O:19][CH3:18])=[O:21])=[CH:31][CH:30]=1. The yield is 0.822. (6) The reactants are Cl[CH2:2][C:3]([NH:5][C:6]1[C:11]([Br:12])=[N:10][C:9]([Br:13])=[CH:8][N:7]=1)=[O:4].[I-:14].[Na+]. The catalyst is CC(C)=O.C(OCC)(=O)C. The product is [Br:12][C:11]1[C:6]([NH:5][C:3](=[O:4])[CH2:2][I:14])=[N:7][CH:8]=[C:9]([Br:13])[N:10]=1. The yield is 0.780.